This data is from NCI-60 drug combinations with 297,098 pairs across 59 cell lines. The task is: Regression. Given two drug SMILES strings and cell line genomic features, predict the synergy score measuring deviation from expected non-interaction effect. (1) Drug 1: CC12CCC(CC1=CCC3C2CCC4(C3CC=C4C5=CN=CC=C5)C)O. Drug 2: C1CCN(CC1)CCOC2=CC=C(C=C2)C(=O)C3=C(SC4=C3C=CC(=C4)O)C5=CC=C(C=C5)O. Cell line: 786-0. Synergy scores: CSS=9.23, Synergy_ZIP=0.509, Synergy_Bliss=5.52, Synergy_Loewe=0.759, Synergy_HSA=4.71. (2) Cell line: CCRF-CEM. Drug 1: CC1CCC2CC(C(=CC=CC=CC(CC(C(=O)C(C(C(=CC(C(=O)CC(OC(=O)C3CCCCN3C(=O)C(=O)C1(O2)O)C(C)CC4CCC(C(C4)OC)OCCO)C)C)O)OC)C)C)C)OC. Drug 2: CC(C)NC(=O)C1=CC=C(C=C1)CNNC.Cl. Synergy scores: CSS=14.2, Synergy_ZIP=1.06, Synergy_Bliss=-2.52, Synergy_Loewe=-20.4, Synergy_HSA=-2.00. (3) Drug 1: CC1=C(C=C(C=C1)NC(=O)C2=CC=C(C=C2)CN3CCN(CC3)C)NC4=NC=CC(=N4)C5=CN=CC=C5. Drug 2: C1C(C(OC1N2C=NC3=C2NC=NCC3O)CO)O. Cell line: HCC-2998. Synergy scores: CSS=-7.71, Synergy_ZIP=-0.358, Synergy_Bliss=-6.88, Synergy_Loewe=-3.86, Synergy_HSA=-5.17. (4) Drug 1: COC1=NC(=NC2=C1N=CN2C3C(C(C(O3)CO)O)O)N. Drug 2: C1CCC(C(C1)N)N.C(=O)(C(=O)[O-])[O-].[Pt+4]. Cell line: COLO 205. Synergy scores: CSS=44.3, Synergy_ZIP=-2.57, Synergy_Bliss=-1.91, Synergy_Loewe=5.70, Synergy_HSA=6.23. (5) Drug 1: CCC(=C(C1=CC=CC=C1)C2=CC=C(C=C2)OCCN(C)C)C3=CC=CC=C3.C(C(=O)O)C(CC(=O)O)(C(=O)O)O. Drug 2: COC1=C2C(=CC3=C1OC=C3)C=CC(=O)O2. Cell line: NCI/ADR-RES. Synergy scores: CSS=7.42, Synergy_ZIP=-2.11, Synergy_Bliss=-2.00, Synergy_Loewe=-7.74, Synergy_HSA=-4.15.